From a dataset of Catalyst prediction with 721,799 reactions and 888 catalyst types from USPTO. Predict which catalyst facilitates the given reaction. Reactant: [Cl:1][C:2]1[CH:7]=[CH:6][C:5]([CH2:8][S:9][CH3:10])=[CH:4][N:3]=1.ClC1C=CC=C(C(OO)=[O:19])C=1.CO. Product: [Cl:1][C:2]1[CH:7]=[CH:6][C:5]([CH2:8][S:9]([CH3:10])=[O:19])=[CH:4][N:3]=1. The catalyst class is: 22.